Predict the product of the given reaction. From a dataset of Forward reaction prediction with 1.9M reactions from USPTO patents (1976-2016). (1) Given the reactants Cl[C:2]1[C:11]2[C:6](=[CH:7][CH:8]=[CH:9][CH:10]=2)[CH:5]=[C:4]([NH:12][C:13]2[CH:17]=[C:16]([CH3:18])[NH:15][N:14]=2)[N:3]=1.[Cl:19][C:20]1[CH:25]=[CH:24][C:23](B(O)O)=[CH:22][CH:21]=1, predict the reaction product. The product is: [Cl:19][C:20]1[CH:25]=[CH:24][C:23]([C:2]2[C:11]3[C:6](=[CH:7][CH:8]=[CH:9][CH:10]=3)[CH:5]=[C:4]([NH:12][C:13]3[CH:17]=[C:16]([CH3:18])[NH:15][N:14]=3)[N:3]=2)=[CH:22][CH:21]=1. (2) Given the reactants Br[C:2]1[C:6]2=[N:7][CH:8]=[CH:9][C:10]([Cl:11])=[C:5]2[S:4][CH:3]=1.[Cl:12][C:13]1[CH:18]=[C:17]([F:19])[CH:16]=[CH:15][C:14]=1B(O)O.O1CCOCC1.[O-]P([O-])([O-])=O.[K+].[K+].[K+], predict the reaction product. The product is: [Cl:11][C:10]1[CH:9]=[CH:8][N:7]=[C:6]2[C:2]([C:14]3[CH:15]=[CH:16][C:17]([F:19])=[CH:18][C:13]=3[Cl:12])=[CH:3][S:4][C:5]=12.